This data is from Reaction yield outcomes from USPTO patents with 853,638 reactions. The task is: Predict the reaction yield, written as a fraction of the theoretical maximum amount of product (1.0 means a 100% yield; for example, 0.34 means a 34% yield). (1) The reactants are Cl[C:2]1[N:7]=[C:6]([C:8]2[S:12][C:11]([NH:13][CH2:14][CH3:15])=[N:10][C:9]=2[C:16]2[CH:21]=[C:20]([O:22][CH3:23])[CH:19]=[C:18]([CH3:24])[CH:17]=2)[CH:5]=[CH:4][N:3]=1.[N:25]1([C:31]2[N:36]=[CH:35][C:34]([NH2:37])=[CH:33][CH:32]=2)[CH2:30][CH2:29][O:28][CH2:27][CH2:26]1.CC(O)C.Cl. The catalyst is O1CCOCC1. The product is [CH2:14]([NH:13][C:11]1[S:12][C:8]([C:6]2[CH:5]=[CH:4][N:3]=[C:2]([NH:37][C:34]3[CH:35]=[N:36][C:31]([N:25]4[CH2:26][CH2:27][O:28][CH2:29][CH2:30]4)=[CH:32][CH:33]=3)[N:7]=2)=[C:9]([C:16]2[CH:21]=[C:20]([O:22][CH3:23])[CH:19]=[C:18]([CH3:24])[CH:17]=2)[N:10]=1)[CH3:15]. The yield is 0.0700. (2) The reactants are [H-].[Na+].[CH2:3]([O:5][C:6]1[C:11]([C:12]2([OH:23])[C:20]3[C:15](=[CH:16][CH:17]=[C:18]([I:21])[CH:19]=3)[NH:14][C:13]2=[O:22])=[CH:10][CH:9]=[CH:8][N:7]=1)[CH3:4].[CH3:24][O:25][C:26]1[CH:31]=[C:30]([O:32][CH3:33])[CH:29]=[CH:28][C:27]=1[S:34](Cl)(=[O:36])=[O:35].O. The catalyst is CN(C=O)C.C(OCC)C. The product is [CH3:24][O:25][C:26]1[CH:31]=[C:30]([O:32][CH3:33])[CH:29]=[CH:28][C:27]=1[S:34]([N:14]1[C:15]2[C:20](=[CH:19][C:18]([I:21])=[CH:17][CH:16]=2)[C:12]([C:11]2[C:6]([O:5][CH2:3][CH3:4])=[N:7][CH:8]=[CH:9][CH:10]=2)([OH:23])[C:13]1=[O:22])(=[O:35])=[O:36]. The yield is 0.450. (3) The reactants are [CH:1]([C:3]1[O:11][C:10]2[C:9]([C:12]3[CH:13]=[C:14]([CH:20]=[CH:21][CH:22]=3)[C:15]([O:17][CH2:18][CH3:19])=[O:16])=[CH:8][N:7]=[CH:6][C:5]=2[CH:4]=1)=O.[CH2:23]1[S:29][C:27](=[O:28])[NH:26][C:24]1=[O:25].NCCC(O)=O. The catalyst is C(O)(=O)C. The product is [O:28]=[C:27]1[NH:26][C:24](=[O:25])/[C:23](=[CH:1]/[C:3]2[O:11][C:10]3[C:9]([C:12]4[CH:13]=[C:14]([CH:20]=[CH:21][CH:22]=4)[C:15]([O:17][CH2:18][CH3:19])=[O:16])=[CH:8][N:7]=[CH:6][C:5]=3[CH:4]=2)/[S:29]1. The yield is 0.810. (4) The reactants are [CH:1]1([N:4]2[CH:8]=[C:7]([NH:9]C(=O)OC(C)(C)C)[N:6]=[CH:5]2)[CH2:3][CH2:2]1.Cl. The catalyst is CO. The product is [CH:1]1([N:4]2[CH:8]=[C:7]([NH2:9])[N:6]=[CH:5]2)[CH2:3][CH2:2]1. The yield is 0.590. (5) The reactants are C1(P(C2C=CC=CC=2)C2C=CC=CC=2)C=CC=CC=1.BrN1C(=O)CCC1=O.[CH:28]1([CH2:33][C@H:34]([C:38]2[CH:43]=[CH:42][C:41]([Cl:44])=[C:40]([Cl:45])[CH:39]=2)[C:35]([OH:37])=O)[CH2:32][CH2:31][CH2:30][CH2:29]1.[CH3:46][O:47][C:48](=[O:56])[C:49]1[CH:54]=[CH:53][C:52]([NH2:55])=[N:51][CH:50]=1.N1C=CC=CC=1. The catalyst is C(Cl)Cl.O. The product is [CH3:46][O:47][C:48](=[O:56])[C:49]1[CH:54]=[CH:53][C:52]([NH:55][C:35](=[O:37])[C@@H:34]([C:38]2[CH:43]=[CH:42][C:41]([Cl:44])=[C:40]([Cl:45])[CH:39]=2)[CH2:33][CH:28]2[CH2:29][CH2:30][CH2:31][CH2:32]2)=[N:51][CH:50]=1. The yield is 0.840. (6) No catalyst specified. The yield is 0.840. The reactants are [Cl:1][C:2]1[CH:3]=[C:4]2[C:9](=[CH:10][CH:11]=1)[N:8]=[C:7]([O:12][CH3:13])[C:6]([NH:14][C:15](=[O:19])OCC)=[N:5]2.[CH3:20][O:21][C:22]1[CH:23]=[C:24]([N:32]2[CH2:37][CH2:36][NH:35][CH2:34][CH2:33]2)[CH:25]=[C:26]([O:30][CH3:31])[C:27]=1[O:28][CH3:29]. The product is [Cl:1][C:2]1[CH:3]=[C:4]2[C:9](=[CH:10][CH:11]=1)[N:8]=[C:7]([O:12][CH3:13])[C:6]([NH:14][C:15]([N:35]1[CH2:34][CH2:33][N:32]([C:24]3[CH:23]=[C:22]([O:21][CH3:20])[C:27]([O:28][CH3:29])=[C:26]([O:30][CH3:31])[CH:25]=3)[CH2:37][CH2:36]1)=[O:19])=[N:5]2. (7) The reactants are [F:1][C:2]1[CH:10]=[CH:9][C:8]([F:11])=[C:7]2[C:3]=1[C:4]([C:26]([O:28]C)=[O:27])=[N:5][N:6]2[CH2:12][C:13]1[CH:18]=[CH:17][C:16]([C:19]2[CH:20]=[N:21][N:22]([CH3:24])[CH:23]=2)=[CH:15][C:14]=1[F:25].CO.[OH-].[Na+].Cl. The catalyst is C1COCC1.O. The product is [F:1][C:2]1[CH:10]=[CH:9][C:8]([F:11])=[C:7]2[C:3]=1[C:4]([C:26]([OH:28])=[O:27])=[N:5][N:6]2[CH2:12][C:13]1[CH:18]=[CH:17][C:16]([C:19]2[CH:20]=[N:21][N:22]([CH3:24])[CH:23]=2)=[CH:15][C:14]=1[F:25]. The yield is 0.930. (8) The reactants are Br[C:2]1[CH:7]=[C:6]([O:8][CH3:9])[CH:5]=[CH:4][C:3]=1[F:10].[F:11][C:12]1[CH:13]=[C:14](B(O)O)[CH:15]=[C:16]([CH:18]=[O:19])[CH:17]=1.C(=O)([O-])[O-].[K+].[K+].O1CCOCC1. The catalyst is O.C1C=CC([P]([Pd]([P](C2C=CC=CC=2)(C2C=CC=CC=2)C2C=CC=CC=2)([P](C2C=CC=CC=2)(C2C=CC=CC=2)C2C=CC=CC=2)[P](C2C=CC=CC=2)(C2C=CC=CC=2)C2C=CC=CC=2)(C2C=CC=CC=2)C2C=CC=CC=2)=CC=1. The product is [F:10][C:3]1[CH:4]=[CH:5][C:6]([O:8][CH3:9])=[CH:7][C:2]=1[C:14]1[CH:13]=[C:12]([F:11])[CH:17]=[C:16]([CH:18]=[O:19])[CH:15]=1. The yield is 0.286. (9) The reactants are O=[C:2]([CH3:17])[CH2:3][C:4]([O:6][CH2:7][C:8]1[CH:16]=[CH:15][C:11]2[O:12][CH2:13][O:14][C:10]=2[CH:9]=1)=[O:5].[CH3:18][NH:19][C:20]([NH:22][CH3:23])=[O:21].[O:24]1[CH:28]=[CH:27][CH:26]=[C:25]1[CH:29]=O. No catalyst specified. The product is [O:24]1[CH:28]=[CH:27][CH:26]=[C:25]1[CH:29]1[C:3]([C:4]([O:6][CH2:7][C:8]2[CH:16]=[CH:15][C:11]3[O:12][CH2:13][O:14][C:10]=3[CH:9]=2)=[O:5])=[C:2]([CH3:17])[N:22]([CH3:23])[C:20](=[O:21])[N:19]1[CH3:18]. The yield is 0.700.